Dataset: Catalyst prediction with 721,799 reactions and 888 catalyst types from USPTO. Task: Predict which catalyst facilitates the given reaction. (1) Reactant: [OH:1][CH2:2][C@@H:3]1[CH2:9][C@@H:8]2[C@@H:6]([CH2:7]2)[CH2:5][N:4]1[C:10]([O:12][C:13]([CH3:16])([CH3:15])[CH3:14])=[O:11].CC(OI1(OC(C)=O)(OC(C)=O)OC(=O)C2C=CC=CC1=2)=O.CCOC(C)=O. Product: [CH:2]([C@@H:3]1[CH2:9][C@@H:8]2[C@@H:6]([CH2:7]2)[CH2:5][N:4]1[C:10]([O:12][C:13]([CH3:16])([CH3:15])[CH3:14])=[O:11])=[O:1]. The catalyst class is: 2. (2) Reactant: C[O:2][C:3](=O)[CH:4]=[CH:5][C:6](=[C:12]([NH:14][C:15]1[CH:20]=[CH:19][CH:18]=[CH:17][CH:16]=1)[CH3:13])[C:7]([O:9][CH2:10]C)=[O:8].C[O-].[Na+].[Br:25]N1C(=O)CCC1=O. Product: [CH3:10][O:9][C:7]([C:6]1[CH:5]=[C:4]([Br:25])[C:3](=[O:2])[N:14]([C:15]2[CH:20]=[CH:19][CH:18]=[CH:17][CH:16]=2)[C:12]=1[CH3:13])=[O:8]. The catalyst class is: 5. (3) Reactant: [Br:1][C:2]1[CH:3]=[C:4]2[C:9](=[CH:10][CH:11]=1)[CH:8]=[C:7]([OH:12])[CH:6]=[CH:5]2.C1(P(C2C=CC=CC=2)C2C=CC=CC=2)C=CC=CC=1.[N:32]1([CH2:38][CH2:39][CH2:40]O)[CH2:37][CH2:36][CH2:35][CH2:34][CH2:33]1.N(C(OC(C)C)=O)=NC(OC(C)C)=O. Product: [Br:1][C:2]1[CH:3]=[C:4]2[C:9](=[CH:10][CH:11]=1)[CH:8]=[C:7]([O:12][CH2:40][CH2:39][CH2:38][N:32]1[CH2:37][CH2:36][CH2:35][CH2:34][CH2:33]1)[CH:6]=[CH:5]2. The catalyst class is: 7. (4) Reactant: [N+:1]([C:4]1[CH:5]=[C:6]([OH:10])[CH:7]=[CH:8][CH:9]=1)([O-:3])=[O:2].C([O-])([O-])=O.[K+].[K+].[Cl:17][C:18]1[N:27]=[C:26](Cl)[C:25]2[C:20](=[CH:21][CH:22]=[CH:23][CH:24]=2)[N:19]=1. Product: [Cl:17][C:18]1[N:27]=[C:26]([O:10][C:6]2[CH:7]=[CH:8][CH:9]=[C:4]([N+:1]([O-:3])=[O:2])[CH:5]=2)[C:25]2[C:20](=[CH:21][CH:22]=[CH:23][CH:24]=2)[N:19]=1. The catalyst class is: 9. (5) Reactant: [C:1]([C:3]1[CH:4]=[C:5]2[C:9](=[CH:10][CH:11]=1)[CH2:8][N:7]([C:12]([NH:14][C:15]1[CH:20]=[CH:19][C:18]([C:21](=[O:26])[NH:22][CH2:23][CH2:24][CH3:25])=[CH:17][CH:16]=1)=[O:13])[CH2:6]2)#[N:2].S(=O)(=O)(O)[OH:28]. Product: [CH2:23]([NH:22][C:21]([C:18]1[CH:19]=[CH:20][C:15]([NH:14][C:12]([N:7]2[CH2:6][C:5]3[C:9](=[CH:10][CH:11]=[C:3]([C:1]([NH2:2])=[O:28])[CH:4]=3)[CH2:8]2)=[O:13])=[CH:16][CH:17]=1)=[O:26])[CH2:24][CH3:25]. The catalyst class is: 55. (6) The catalyst class is: 167. Product: [NH:13]1[C:21]2[C:16](=[CH:17][CH:18]=[CH:19][CH:20]=2)[C:15]([C:2]2[CH:7]=[CH:6][CH:5]=[CH:4][C:3]=2[CH2:8][C:9]([O:11][CH3:12])=[O:10])=[CH:14]1. Reactant: Br[C:2]1[CH:7]=[CH:6][CH:5]=[CH:4][C:3]=1[CH2:8][C:9]([O:11][CH3:12])=[O:10].[NH:13]1[C:21]2[C:16](=[CH:17][CH:18]=[CH:19][CH:20]=2)[CH:15]=[CH:14]1.P(C(C)(C)C)(C(C)(C)C)C(C)(C)C.C(=O)([O-])[O-].[K+].[K+].